Dataset: Forward reaction prediction with 1.9M reactions from USPTO patents (1976-2016). Task: Predict the product of the given reaction. (1) Given the reactants [N+](C1C=CC(/C(=C\C2C=CC(O)=C(OC)C=2)/C([O-])=O)=CC=1)([O-])=O.[N+](C1C=CC(CC([O-])=O)=CC=1)([O-])=O.C(O)C(N)(CO)CO.Cl.[N+:46]([C:49]1[CH:54]=[CH:53][C:52]([O-:55])=[CH:51][CH:50]=1)([O-:48])=[O:47], predict the reaction product. The product is: [CH:50]1[C:49]([N+:46]([O-:48])=[O:47])=[CH:54][CH:53]=[C:52]([OH:55])[CH:51]=1. (2) Given the reactants Br[C:2]1[CH:3]=[C:4]([CH:9]=[C:10]([F:12])[CH:11]=1)[C:5]([O:7]C)=[O:6].[Cl:13][C:14]1[C:22]([Cl:23])=[C:21]2[C:17]([CH2:18][C:19]([CH:26]3[CH2:30][CH2:29][CH2:28][CH2:27]3)([CH3:25])[C:20]2=[O:24])=[CH:16][C:15]=1[OH:31], predict the reaction product. The product is: [Cl:13][C:14]1[C:22]([Cl:23])=[C:21]2[C:17]([CH2:18][C:19]([CH:26]3[CH2:30][CH2:29][CH2:28][CH2:27]3)([CH3:25])[C:20]2=[O:24])=[CH:16][C:15]=1[O:31][CH2:5][C:4]1[CH:3]=[C:2]([C:2]2[CH:11]=[C:10]([F:12])[CH:9]=[C:4]([C:5]([OH:7])=[O:6])[CH:3]=2)[CH:11]=[CH:10][CH:9]=1. (3) Given the reactants Cl[C:2]1[CH:3]=[CH:4][N:5]2[C:10]([C:11]=1[CH3:12])=[C:9]([CH:13]1[CH2:15][CH2:14]1)[CH:8]=[C:7]([C:16]([O:18][CH3:19])=[O:17])[C:6]2=[O:20].CC1(C)C(C)(C)OB([C:29]2[CH:34]=[CH:33][C:32]([NH:35][C:36]([NH2:38])=[O:37])=[CH:31][CH:30]=2)O1, predict the reaction product. The product is: [NH:35]([C:32]1[CH:33]=[CH:34][C:29]([C:2]2[CH:3]=[CH:4][N:5]3[C:10]([C:11]=2[CH3:12])=[C:9]([CH:13]2[CH2:15][CH2:14]2)[CH:8]=[C:7]([C:16]([O:18][CH3:19])=[O:17])[C:6]3=[O:20])=[CH:30][CH:31]=1)[C:36]([NH2:38])=[O:37]. (4) Given the reactants N(C(OC(C)C)=O)=NC(OC(C)C)=O.[F:15][C:16]1[CH:17]=[C:18]([C:22]2[CH:30]=[C:29]3[C:25]([CH2:26][CH2:27][CH:28]3[OH:31])=[CH:24][CH:23]=2)[CH:19]=[CH:20][CH:21]=1.C1(P(C2C=CC=CC=2)C2C=CC=CC=2)C=CC=CC=1.O[C:52]1[CH:53]=[C:54]([CH:61]=[CH:62][CH:63]=1)[O:55][CH2:56][C:57]([O:59][CH3:60])=[O:58], predict the reaction product. The product is: [F:15][C:16]1[CH:17]=[C:18]([C:22]2[CH:30]=[C:29]3[C:25]([CH2:26][CH2:27][CH:28]3[O:31][C:52]3[CH:53]=[C:54]([CH:61]=[CH:62][CH:63]=3)[O:55][CH2:56][C:57]([O:59][CH3:60])=[O:58])=[CH:24][CH:23]=2)[CH:19]=[CH:20][CH:21]=1. (5) Given the reactants [CH2:1]([N:8]1[CH2:13][CH2:12][NH:11][CH:10]([CH2:14][OH:15])[CH2:9]1)[C:2]1[CH:7]=[CH:6][CH:5]=[CH:4][CH:3]=1.[C:16](N1C=CN=C1)(N1C=CN=C1)=[O:17].C(N(CC)CC)C.O1CCCC1, predict the reaction product. The product is: [CH2:1]([N:8]1[CH2:13][CH2:12][N:11]2[C:16](=[O:17])[O:15][CH2:14][CH:10]2[CH2:9]1)[C:2]1[CH:3]=[CH:4][CH:5]=[CH:6][CH:7]=1. (6) Given the reactants Br[CH2:2][C:3]1[NH:8][C:7]([C:9]2[S:10][CH:11]=[CH:12][N:13]=2)=[N:6][C@@H:5]([C:14]2[CH:19]=[CH:18][C:17]([Cl:20])=[CH:16][C:15]=2[Cl:21])[C:4]=1[C:22]([O:24][CH2:25][CH3:26])=[O:23].[NH:27]1[CH2:32][CH2:31][S:30](=[O:34])(=[O:33])[CH2:29][C@H:28]1[C:35]([OH:37])=[O:36].C([O-])([O-])=O.[K+].[K+], predict the reaction product. The product is: [Cl:21][C:15]1[CH:16]=[C:17]([Cl:20])[CH:18]=[CH:19][C:14]=1[C@@H:5]1[N:6]=[C:7]([C:9]2[S:10][CH:11]=[CH:12][N:13]=2)[NH:8][C:3]([CH2:2][N:27]2[CH2:32][CH2:31][S:30](=[O:33])(=[O:34])[CH2:29][C@H:28]2[C:35]([OH:37])=[O:36])=[C:4]1[C:22]([O:24][CH2:25][CH3:26])=[O:23]. (7) Given the reactants [Cl:1][C:2]1[C:7](Cl)=[CH:6][CH:5]=[C:4]([O:9][CH3:10])[N:3]=1.C[C@@H]1CNCC[NH:13]1.C([O-])([O-])=O.[Na+].[Na+], predict the reaction product. The product is: [Cl:1][C:2]1[C:7]([NH2:13])=[CH:6][CH:5]=[C:4]([O:9][CH3:10])[N:3]=1.